From a dataset of Full USPTO retrosynthesis dataset with 1.9M reactions from patents (1976-2016). Predict the reactants needed to synthesize the given product. (1) Given the product [O:36]1[CH2:37][CH:34]([NH:33][C:29]([C:27]2[CH:26]=[CH:25][C:22]3[C:23]4[S:24][C:15]([C:4]5[N:5]([C:7]6[CH:12]=[CH:11][C:10]([F:13])=[CH:9][C:8]=6[F:14])[N:6]=[C:2]([NH2:1])[N:3]=5)=[CH:16][C:17]=4[CH2:18][CH2:19][O:20][C:21]=3[CH:28]=2)=[O:30])[CH2:35]1, predict the reactants needed to synthesize it. The reactants are: [NH2:1][C:2]1[N:3]=[C:4]([C:15]2[S:24][C:23]3[C:22]4[CH:25]=[CH:26][C:27]([C:29](O)=[O:30])=[CH:28][C:21]=4[O:20][CH2:19][CH2:18][C:17]=3[CH:16]=2)[N:5]([C:7]2[CH:12]=[CH:11][C:10]([F:13])=[CH:9][C:8]=2[F:14])[N:6]=1.Cl.[NH2:33][CH:34]1[CH2:37][O:36][CH2:35]1. (2) Given the product [C:37]([OH:38])(=[O:36])[CH3:40].[C:37]([OH:38])(=[O:36])[CH3:40].[C:37]([OH:38])(=[O:36])[CH3:40].[CH:1]1([NH:7][C:8]([NH:10][C:11]2[CH:16]=[CH:15][CH:14]=[C:13]([CH2:17][O:18][CH2:19][CH2:20][O:21][CH2:22][CH2:23][CH2:24][CH2:25][CH2:26][CH2:27][NH:28][CH2:29][C@H:30]([OH:31])[C:32]3[CH:43]=[CH:42][C:35]([OH:36])=[C:34]([CH2:39][OH:38])[CH:33]=3)[CH:12]=2)=[O:9])[CH2:2][CH2:3][CH2:4][CH2:5][CH2:6]1, predict the reactants needed to synthesize it. The reactants are: [CH:1]1([NH:7][C:8]([NH:10][C:11]2[CH:16]=[CH:15][CH:14]=[C:13]([CH2:17][O:18][CH2:19][CH2:20][O:21][CH2:22][CH2:23][CH2:24][CH2:25][CH2:26][CH2:27][NH:28][CH2:29][C@@H:30]([C:32]3[CH:43]=[CH:42][C:35]4[O:36][C:37](C)([CH3:40])[O:38][CH2:39][C:34]=4[CH:33]=3)[OH:31])[CH:12]=2)=[O:9])[CH2:6][CH2:5][CH2:4][CH2:3][CH2:2]1. (3) Given the product [N+:1]([C:4]1[CH:5]=[C:6]([NH:7][C:18](=[O:19])[CH2:17][C:11]2[CH:16]=[CH:15][CH:14]=[CH:13][CH:12]=2)[CH:8]=[CH:9][CH:10]=1)([O-:3])=[O:2], predict the reactants needed to synthesize it. The reactants are: [N+:1]([C:4]1[CH:5]=[C:6]([CH:8]=[CH:9][CH:10]=1)[NH2:7])([O-:3])=[O:2].[C:11]1([CH2:17][C:18](O)=[O:19])[CH:16]=[CH:15][CH:14]=[CH:13][CH:12]=1.ClCCl. (4) The reactants are: O=[C:2]1[CH2:8][CH2:7][N:6]([C:9]([O:11][C:12]([CH3:15])([CH3:14])[CH3:13])=[O:10])[CH2:5][CH2:4][CH:3]1[C:16]([O:18]CC)=O.[C:21]1([CH2:27][C:28]([NH2:30])=[NH:29])[CH:26]=[CH:25][CH:24]=[CH:23][CH:22]=1.C[O-].[Na+]. Given the product [CH2:27]([C:28]1[NH:30][C:16](=[O:18])[C:3]2[CH2:4][CH2:5][N:6]([C:9]([O:11][C:12]([CH3:13])([CH3:14])[CH3:15])=[O:10])[CH2:7][CH2:8][C:2]=2[N:29]=1)[C:21]1[CH:26]=[CH:25][CH:24]=[CH:23][CH:22]=1, predict the reactants needed to synthesize it. (5) Given the product [CH2:1]([C@@H:8]([CH2:12][CH2:13][C@H:8]([CH2:1][C:2]1[CH:7]=[CH:6][CH:5]=[CH:4][CH:3]=1)[C:9]([NH:25][C@@H:26]1[C:32](=[O:33])[N:31]2[C@H:34]([C:38]([O:40][CH3:41])=[O:39])[CH2:35][CH2:36][CH2:37][C@@H:30]2[CH2:29][CH2:28][CH2:27]1)=[O:10])[C:9]([NH:25][C@@H:26]1[C:32](=[O:33])[N:31]2[C@H:34]([C:38]([O:40][CH3:41])=[O:39])[CH2:35][CH2:36][CH2:37][C@@H:30]2[CH2:29][CH2:28][CH2:27]1)=[O:10])[C:2]1[CH:3]=[CH:4][CH:5]=[CH:6][CH:7]=1, predict the reactants needed to synthesize it. The reactants are: [CH2:1]([C@@H:8]([CH2:12][CH2:13][C@H](CC1C=CC=CC=1)C(O)=O)[C:9](O)=[O:10])[C:2]1[CH:7]=[CH:6][CH:5]=[CH:4][CH:3]=1.[NH2:25][C@@H:26]1[C:32](=[O:33])[N:31]2[C@H:34]([C:38]([O:40][CH3:41])=[O:39])[CH2:35][CH2:36][CH2:37][C@@H:30]2[CH2:29][CH2:28][CH2:27]1.